Task: Predict the reactants needed to synthesize the given product.. Dataset: Full USPTO retrosynthesis dataset with 1.9M reactions from patents (1976-2016) (1) Given the product [C:21]([C:18]1[CH:19]=[CH:20][C:15]([C:11]2[CH:12]=[C:13]3[C:8](=[CH:9][CH:10]=2)[N:7]([C:28]2[CH:27]=[C:26]([Cl:25])[CH:31]=[C:30]([Cl:32])[CH:29]=2)[C:6]([C:4]([OH:3])=[O:5])=[CH:14]3)=[CH:16][CH:17]=1)([CH3:23])([CH3:24])[CH3:22], predict the reactants needed to synthesize it. The reactants are: C([O:3][C:4]([C:6]1[NH:7][C:8]2[C:13]([CH:14]=1)=[CH:12][C:11]([C:15]1[CH:20]=[CH:19][C:18]([C:21]([CH3:24])([CH3:23])[CH3:22])=[CH:17][CH:16]=1)=[CH:10][CH:9]=2)=[O:5])C.[Cl:25][C:26]1[CH:27]=[C:28](B(O)O)[CH:29]=[C:30]([Cl:32])[CH:31]=1. (2) Given the product [F:58][C:59]([F:72])([F:73])[C:60]1[CH:65]=[CH:64][CH:63]=[CH:62][C:61]=1[N:66]1[CH2:10][CH2:11][N:12]([C:15]2[N:16]=[CH:17][C:18]([NH2:21])=[CH:19][CH:20]=2)[CH2:13][CH2:14]1, predict the reactants needed to synthesize it. The reactants are: FC(F)(F)C1C=C(C2[CH2:14][CH2:13][N:12]([C:15]3[CH:20]=[CH:19][C:18]([NH2:21])=[CH:17][N:16]=3)[CH2:11][CH2:10]2)C=CC=1.FC(F)(F)CC1C=CC=CC=1N1CCN(C2N=CC(N)=CC=2)CC1.ClC1C=CC([N+]([O-])=O)=CN=1.[F:58][C:59]([F:73])([F:72])[C:60]1[CH:65]=[CH:64][CH:63]=[CH:62][C:61]=1[N:66]1CCNCC1. (3) Given the product [CH2:33]([C:37]1[CH:38]=[CH:39][C:40]([C:43]([NH:45][C:46]2[CH:47]=[CH:48][C:49]([C:52]3[CH:60]=[C:59]4[C:55]([CH2:56][N:57]([C@@H:62]([CH:67]([CH3:68])[CH3:69])[C:63]([OH:65])=[O:64])[C:58]4=[O:61])=[CH:54][CH:53]=3)=[CH:50][CH:51]=2)=[O:44])=[N:41][CH:42]=1)[CH2:34][CH2:35][CH3:36], predict the reactants needed to synthesize it. The reactants are: C(NC1C=CC(C2C=C3C(CN([C@@H](C(C)C)C(O)=O)C3=O)=CC=2)=CC=1)(=O)C1C=CC=CC=1.[CH2:33]([C:37]1[CH:38]=[CH:39][C:40]([C:43]([NH:45][C:46]2[CH:51]=[CH:50][C:49]([C:52]3[CH:60]=[C:59]4[C:55]([CH2:56][N:57]([C@@H:62]([CH:67]([CH3:69])[CH3:68])[C:63]([O:65]C)=[O:64])[C:58]4=[O:61])=[CH:54][CH:53]=3)=[CH:48][CH:47]=2)=[O:44])=[N:41][CH:42]=1)[CH2:34][CH2:35][CH3:36]. (4) Given the product [CH3:30][N:27]1[CH2:26][CH2:25][N:24]([CH2:23][C:19]2[CH:18]=[C:17]([C:15]3[CH:16]=[C:11]4[CH:10]=[CH:9][NH:8][C:12]4=[N:13][CH:14]=3)[CH:22]=[CH:21][CH:20]=2)[CH2:29][CH2:28]1, predict the reactants needed to synthesize it. The reactants are: COC1C=CC(C[N:8]2[C:12]3=[N:13][CH:14]=[C:15]([C:17]4[CH:22]=[CH:21][CH:20]=[C:19]([CH2:23][N:24]5[CH2:29][CH2:28][N:27]([CH3:30])[CH2:26][CH2:25]5)[CH:18]=4)[CH:16]=[C:11]3[CH:10]=[CH:9]2)=CC=1.FC(F)(F)C(O)=O.